This data is from Catalyst prediction with 721,799 reactions and 888 catalyst types from USPTO. The task is: Predict which catalyst facilitates the given reaction. (1) Reactant: [Br:1]N1C(=O)CCC1=O.[CH3:9][O:10][C:11]([C:13]1[C:22]([OH:23])=[C:21]2[C:16]([CH:17]=[CH:18][CH:19]=[N:20]2)=[CH:15][N:14]=1)=[O:12].CO.CO.O. Product: [CH3:9][O:10][C:11]([C:13]1[C:22]([OH:23])=[C:21]2[C:16]([CH:17]=[CH:18][CH:19]=[N:20]2)=[C:15]([Br:1])[N:14]=1)=[O:12]. The catalyst class is: 22. (2) Reactant: [C:1]1([CH3:33])[CH:6]=[CH:5][CH:4]=[C:3]([C:7]2[O:11][CH:10]=[N:9][C:8]=2[C:12]([NH:14][C:15]2[CH:16]=[N:17][N:18]([CH2:20][CH:21]3[CH2:25][CH2:24][CH2:23][N:22]3C(OC(C)(C)C)=O)[CH:19]=2)=[O:13])[CH:2]=1.C(O)(C(F)(F)F)=O. Product: [NH:22]1[CH2:23][CH2:24][CH2:25][CH:21]1[CH2:20][N:18]1[CH:19]=[C:15]([NH:14][C:12]([C:8]2[N:9]=[CH:10][O:11][C:7]=2[C:3]2[CH:2]=[C:1]([CH3:33])[CH:6]=[CH:5][CH:4]=2)=[O:13])[CH:16]=[N:17]1. The catalyst class is: 2. (3) Reactant: [C:1]([C:3]1[CH:10]=[CH:9][C:6]([CH:7]=O)=[C:5]([CH3:11])[CH:4]=1)#[N:2].[F:12][C:13]([F:25])([F:24])[C:14]1[CH:15]=[C:16]([NH:20][C:21]([NH2:23])=[S:22])[CH:17]=[CH:18][CH:19]=1.O=[C:27]([CH3:34])[CH2:28][C:29]([O:31][CH2:32][CH3:33])=[O:30].C[Si](OP(=O)=O)(C)C. Product: [C:1]([C:3]1[CH:10]=[CH:9][C:6]([CH:7]2[C:28]([C:29]([O:31][CH2:32][CH3:33])=[O:30])=[C:27]([CH3:34])[N:20]([C:16]3[CH:17]=[CH:18][CH:19]=[C:14]([C:13]([F:12])([F:24])[F:25])[CH:15]=3)[C:21](=[S:22])[NH:23]2)=[C:5]([CH3:11])[CH:4]=1)#[N:2]. The catalyst class is: 33.